Dataset: Catalyst prediction with 721,799 reactions and 888 catalyst types from USPTO. Task: Predict which catalyst facilitates the given reaction. Reactant: Br[C:2]1[CH:3]=[C:4]([C:12]2[N:16]([CH2:17][CH:18]3[CH2:23][CH2:22][CH2:21][CH2:20][CH2:19]3)[C:15]([CH3:24])=[C:14]([C:25]([O:27][CH2:28][CH3:29])=[O:26])[CH:13]=2)[CH:5]=[C:6]([C:8]([CH3:11])([CH3:10])[CH3:9])[CH:7]=1.[CH:30]1(B(O)O)[CH2:32][CH2:31]1.C1(P(C2CCCCC2)C2CCCCC2)CCCCC1.[O-]P([O-])([O-])=O.[K+].[K+].[K+]. The catalyst class is: 874. Product: [C:8]([C:6]1[CH:5]=[C:4]([C:12]2[N:16]([CH2:17][CH:18]3[CH2:19][CH2:20][CH2:21][CH2:22][CH2:23]3)[C:15]([CH3:24])=[C:14]([C:25]([O:27][CH2:28][CH3:29])=[O:26])[CH:13]=2)[CH:3]=[C:2]([CH:30]2[CH2:32][CH2:31]2)[CH:7]=1)([CH3:11])([CH3:10])[CH3:9].